This data is from Reaction yield outcomes from USPTO patents with 853,638 reactions. The task is: Predict the reaction yield, written as a fraction of the theoretical maximum amount of product (1.0 means a 100% yield; for example, 0.34 means a 34% yield). (1) The reactants are [NH2:1][C:2]1[C:7]2=[C:8](Br)[CH:9]=[C:10]([CH:11]3[CH2:16][CH2:15][N:14]([C:17]([O:19]C(C)(C)C)=[O:18])[CH2:13][CH2:12]3)[N:6]2[N:5]=[CH:4][N:3]=1.[CH2:25]([C:32]1[S:33][C:34]2[CH:40]=[C:39](B3OC(C)(C)C(C)(C)O3)[CH:38]=[CH:37][C:35]=2[N:36]=1)[C:26]1[CH:31]=[CH:30][CH:29]=[CH:28][CH:27]=1. No catalyst specified. The product is [NH2:1][C:2]1[C:7]2=[C:8]([C:39]3[CH:38]=[CH:37][C:35]4[N:36]=[C:32]([CH2:25][C:26]5[CH:31]=[CH:30][CH:29]=[CH:28][CH:27]=5)[S:33][C:34]=4[CH:40]=3)[CH:9]=[C:10]([CH:11]3[CH2:12][CH2:13][N:14]([C:17]([O:19][CH2:2][CH2:7][CH2:8][CH3:9])=[O:18])[CH2:15][CH2:16]3)[N:6]2[N:5]=[CH:4][N:3]=1. The yield is 0.870. (2) The reactants are [CH2:1]([O:3][C:4]1[CH:5]=[C:6]2[C:11](=[C:12]3[CH2:16][C:15]([CH3:18])([CH3:17])[O:14][C:13]=13)[C:10]([C:19]1[CH:20]=[CH:21][C:22]3[O:27][CH2:26][C:25](=[O:28])[NH:24][C:23]=3[CH:29]=1)=[N:9][C:8]([CH3:31])([CH3:30])[CH2:7]2)[CH3:2].[H-].[Na+].[CH2:34](Br)[C:35]1[CH:40]=[CH:39][CH:38]=[CH:37][CH:36]=1.O. The catalyst is CN(C)C=O. The product is [CH2:1]([O:3][C:4]1[CH:5]=[C:6]2[C:11](=[C:12]3[CH2:16][C:15]([CH3:18])([CH3:17])[O:14][C:13]=13)[C:10]([C:19]1[CH:20]=[CH:21][C:22]3[O:27][CH2:26][C:25](=[O:28])[N:24]([CH2:34][C:35]4[CH:40]=[CH:39][CH:38]=[CH:37][CH:36]=4)[C:23]=3[CH:29]=1)=[N:9][C:8]([CH3:30])([CH3:31])[CH2:7]2)[CH3:2]. The yield is 0.660. (3) The reactants are Br[C:2]1[CH:3]=[C:4]2[C:8](=[CH:9][CH:10]=1)[NH:7][C:6]([C:11]1[CH:16]=[CH:15][C:14]([Cl:17])=[CH:13][CH:12]=1)=[CH:5]2.[C:18]1(B(O)O)[CH:23]=[CH:22][CH:21]=[CH:20][CH:19]=1.O. The catalyst is O1CCOCC1.O.C1C=CC([P]([Pd]([P](C2C=CC=CC=2)(C2C=CC=CC=2)C2C=CC=CC=2)([P](C2C=CC=CC=2)(C2C=CC=CC=2)C2C=CC=CC=2)[P](C2C=CC=CC=2)(C2C=CC=CC=2)C2C=CC=CC=2)(C2C=CC=CC=2)C2C=CC=CC=2)=CC=1. The product is [Cl:17][C:14]1[CH:15]=[CH:16][C:11]([C:6]2[NH:7][C:8]3[C:4]([CH:5]=2)=[CH:3][C:2]([C:18]2[CH:23]=[CH:22][CH:21]=[CH:20][CH:19]=2)=[CH:10][CH:9]=3)=[CH:12][CH:13]=1. The yield is 0.110. (4) The reactants are [C:1]([O:5][C:6](=[O:25])[N:7]([CH2:9][C:10]1[CH:14]=[C:13](Br)[N:12]([S:16]([C:19]2[CH:20]=[N:21][CH:22]=[CH:23][CH:24]=2)(=[O:18])=[O:17])[CH:11]=1)[CH3:8])([CH3:4])([CH3:3])[CH3:2].[CH3:26][C:27]1[CH:32]=[CH:31][N:30]=[CH:29][C:28]=1B(O)O.C(=O)([O-])O.[Na+].COCCOC. The catalyst is C1C=CC([P]([Pd]([P](C2C=CC=CC=2)(C2C=CC=CC=2)C2C=CC=CC=2)([P](C2C=CC=CC=2)(C2C=CC=CC=2)C2C=CC=CC=2)[P](C2C=CC=CC=2)(C2C=CC=CC=2)C2C=CC=CC=2)(C2C=CC=CC=2)C2C=CC=CC=2)=CC=1.O. The product is [CH3:8][N:7]([CH2:9][C:10]1[CH:14]=[C:13]([C:28]2[CH:29]=[N:30][CH:31]=[CH:32][C:27]=2[CH3:26])[N:12]([S:16]([C:19]2[CH:20]=[N:21][CH:22]=[CH:23][CH:24]=2)(=[O:18])=[O:17])[CH:11]=1)[C:6](=[O:25])[O:5][C:1]([CH3:4])([CH3:3])[CH3:2]. The yield is 0.520.